This data is from Reaction yield outcomes from USPTO patents with 853,638 reactions. The task is: Predict the reaction yield, written as a fraction of the theoretical maximum amount of product (1.0 means a 100% yield; for example, 0.34 means a 34% yield). The reactants are [C:1]([C:4]1[CH:13]=[C:8]([C:9]([O:11][CH3:12])=[O:10])[C:7]([OH:14])=[CH:6][CH:5]=1)(=[O:3])[CH3:2].C(=O)([O-])[O-].[K+].[K+].[CH2:21](Br)[C:22]1[CH:27]=[CH:26][CH:25]=[CH:24][CH:23]=1. The catalyst is C(#N)C. The product is [CH3:12][O:11][C:9](=[O:10])[C:8]1[CH:13]=[C:4]([C:1](=[O:3])[CH3:2])[CH:5]=[CH:6][C:7]=1[O:14][CH2:21][C:22]1[CH:27]=[CH:26][CH:25]=[CH:24][CH:23]=1. The yield is 1.00.